The task is: Predict the product of the given reaction.. This data is from Forward reaction prediction with 1.9M reactions from USPTO patents (1976-2016). (1) Given the reactants [F:1][C:2]([F:14])([F:13])[C:3]1[CH:4]=[C:5]([OH:12])[C:6](=[CH:10][CH:11]=1)[C:7]([OH:9])=O.Cl.[CH3:16][NH:17][O:18][CH3:19].C1C=CC2N(O)N=NC=2C=1.C(N(C(C)C)CC)(C)C, predict the reaction product. The product is: [OH:12][C:5]1[CH:4]=[C:3]([C:2]([F:1])([F:14])[F:13])[CH:11]=[CH:10][C:6]=1[C:7]([N:17]([O:18][CH3:19])[CH3:16])=[O:9]. (2) Given the reactants [CH2:1]([O:8][C:9](=[O:29])[C@H:10]([CH2:19][C:20]1[C:28]2[C:23](=[CH:24][CH:25]=[CH:26][CH:27]=2)[NH:22][CH:21]=1)[NH:11][C:12]([O:14][C:15]([CH3:18])([CH3:17])[CH3:16])=[O:13])[C:2]1[CH:7]=[CH:6][CH:5]=[CH:4][CH:3]=1.I[CH2:31][CH3:32].C(=O)([O-])[O-].[Cs+].[Cs+], predict the reaction product. The product is: [CH2:1]([O:8][C:9](=[O:29])[C@@H:10]([NH:11][C:12]([O:14][C:15]([CH3:16])([CH3:18])[CH3:17])=[O:13])[CH2:19][C:20]1[C:28]2[C:23](=[CH:24][CH:25]=[CH:26][CH:27]=2)[N:22]([CH2:31][CH3:32])[CH:21]=1)[C:2]1[CH:7]=[CH:6][CH:5]=[CH:4][CH:3]=1. (3) Given the reactants [Cl:1][C:2]1[CH:3]=[CH:4][C:5]([CH2:8][O:9][C:10]2[CH:15]=[CH:14][N:13]([C:16]3[CH:17]=[N:18][C:19]([N:22]4[CH2:27][CH2:26][CH:25]([N:28](C(OC(C)(C)C)=O)[CH3:29])[CH2:24][CH2:23]4)=[CH:20][CH:21]=3)[C:12](=[O:37])[CH:11]=2)=[N:6][CH:7]=1, predict the reaction product. The product is: [Cl:1][C:2]1[CH:3]=[CH:4][C:5]([CH2:8][O:9][C:10]2[CH:15]=[CH:14][N:13]([C:16]3[CH:17]=[N:18][C:19]([N:22]4[CH2:23][CH2:24][CH:25]([NH:28][CH3:29])[CH2:26][CH2:27]4)=[CH:20][CH:21]=3)[C:12](=[O:37])[CH:11]=2)=[N:6][CH:7]=1. (4) Given the reactants [Br:1][C:2]1[C:3](=[O:18])[N:4]([CH2:10][C:11]2[CH:16]=[N:15][C:14]([CH3:17])=[CH:13][N:12]=2)[C:5]([CH3:9])=[CH:6][C:7]=1[OH:8].C(=O)([O-])[O-].[K+].[K+].[F:25][C:26]1[CH:33]=[C:32]([F:34])[CH:31]=[CH:30][C:27]=1[CH2:28]Br, predict the reaction product. The product is: [Br:1][C:2]1[C:3](=[O:18])[N:4]([CH2:10][C:11]2[CH:16]=[N:15][C:14]([CH3:17])=[CH:13][N:12]=2)[C:5]([CH3:9])=[CH:6][C:7]=1[O:8][CH2:28][C:27]1[CH:30]=[CH:31][C:32]([F:34])=[CH:33][C:26]=1[F:25]. (5) Given the reactants [NH2:1][CH2:2][CH2:3][C:4]([N:6]1[CH2:11][CH2:10][O:9][CH2:8][CH2:7]1)=[O:5].Cl.C[O-].[Na+].[C:16]1([CH2:22][C:23]([OH:25])=[O:24])[CH:21]=[CH:20][CH:19]=[CH:18][CH:17]=1, predict the reaction product. The product is: [C:16]1([CH2:22][C:23]([OH:25])=[O:24])[CH:21]=[CH:20][CH:19]=[CH:18][CH:17]=1.[NH2:1][CH2:2][CH2:3][C:4]([N:6]1[CH2:11][CH2:10][O:9][CH2:8][CH2:7]1)=[O:5]. (6) Given the reactants [O:1]1[CH2:5][CH2:4][C@H:3]([OH:6])[CH2:2]1.[CH3:7][C:8]1[CH:13]=[CH:12][C:11]([S:14](Cl)(=[O:16])=[O:15])=[CH:10][CH:9]=1, predict the reaction product. The product is: [CH3:7][C:8]1[CH:13]=[CH:12][C:11]([S:14]([O:6][C@H:3]2[CH2:4][CH2:5][O:1][CH2:2]2)(=[O:16])=[O:15])=[CH:10][CH:9]=1. (7) Given the reactants [Cl:1][C:2]1[CH:7]=[C:6]([Cl:8])[CH:5]=[CH:4][C:3]=1[CH:9]1[CH2:13][NH:12][CH2:11][CH:10]1[NH:14][C:15](=[O:21])[O:16][C:17]([CH3:20])([CH3:19])[CH3:18].C(N(C(C)C)C(C)C)C.[Cl:31][C:32]1[N:37]=[C:36](Cl)[CH:35]=[CH:34][N:33]=1, predict the reaction product. The product is: [Cl:31][C:32]1[N:37]=[C:36]([N:12]2[CH2:13][CH:9]([C:3]3[CH:4]=[CH:5][C:6]([Cl:8])=[CH:7][C:2]=3[Cl:1])[CH:10]([NH:14][C:15](=[O:21])[O:16][C:17]([CH3:18])([CH3:20])[CH3:19])[CH2:11]2)[CH:35]=[CH:34][N:33]=1.